Dataset: Forward reaction prediction with 1.9M reactions from USPTO patents (1976-2016). Task: Predict the product of the given reaction. (1) Given the reactants ClB(Cl)C1C=CC=CC=1.[CH3:10][O:11][C:12]1[CH:13]=[C:14]([CH:16]=[CH:17][C:18]=1[CH3:19])[NH2:15].[F:20][C:21]1[CH:28]=[CH:27][CH:26]=[C:25]([F:29])[C:22]=1[CH:23]=[O:24].[OH-].[Na+], predict the reaction product. The product is: [NH2:15][C:14]1[CH:13]=[C:12]([O:11][CH3:10])[C:18]([CH3:19])=[CH:17][C:16]=1[CH:23]([C:22]1[C:21]([F:20])=[CH:28][CH:27]=[CH:26][C:25]=1[F:29])[OH:24]. (2) Given the reactants [C:1]([C:4]1[CH:9]=[CH:8][CH:7]=[CH:6][CH:5]=1)(=O)[CH3:2].[Li+].C[Si]([N-][Si](C)(C)C)(C)C.[C:20](Cl)(=O)[CH2:21][CH2:22][CH:23]=[CH2:24].O.[NH2:28][NH2:29], predict the reaction product. The product is: [CH2:21]([C:20]1[NH:29][N:28]=[C:1]([C:4]2[CH:9]=[CH:8][CH:7]=[CH:6][CH:5]=2)[CH:2]=1)[CH2:22][CH:23]=[CH2:24]. (3) Given the reactants [H-].[Na+].[CH2:3]([O:10][C:11]([N:13]([CH2:15][C:16]1[NH:17][C:18]2[C:23]([CH:24]=1)=[CH:22][CH:21]=[CH:20][CH:19]=2)[CH3:14])=[O:12])[C:4]1[CH:9]=[CH:8][CH:7]=[CH:6][CH:5]=1.[CH2:25](I)[CH3:26], predict the reaction product. The product is: [CH2:3]([O:10][C:11]([N:13]([CH2:15][C:16]1[N:17]([CH2:25][CH3:26])[C:18]2[C:23]([CH:24]=1)=[CH:22][CH:21]=[CH:20][CH:19]=2)[CH3:14])=[O:12])[C:4]1[CH:5]=[CH:6][CH:7]=[CH:8][CH:9]=1. (4) Given the reactants [N+:1]([C:4]1[C:5]([N:9]2[C:17](=[O:18])[C:16]3[C:11](=[CH:12][CH:13]=[CH:14][CH:15]=3)[C:10]2=[O:19])=[N:6][NH:7][CH:8]=1)([O-])=O, predict the reaction product. The product is: [NH2:1][C:4]1[C:5]([N:9]2[C:17](=[O:18])[C:16]3[C:11](=[CH:12][CH:13]=[CH:14][CH:15]=3)[C:10]2=[O:19])=[N:6][NH:7][CH:8]=1. (5) Given the reactants [C:1]([O:5][CH2:6][CH:7]1[CH2:12][N:11]([S:13]([CH3:16])(=[O:15])=[O:14])[CH:10]([CH2:17][OH:18])[CH2:9][CH2:8]1)([CH3:4])([CH3:3])[CH3:2].ClC(Cl)(Cl)C(=N)O[CH2:23][C:24]1[CH:29]=[CH:28][CH:27]=[CH:26][CH:25]=1.FC(F)(F)S(O)(=O)=O.C(=O)(O)[O-].[Na+], predict the reaction product. The product is: [CH2:23]([O:18][CH2:17][CH:10]1[CH2:9][CH2:8][CH:7]([CH2:6][O:5][C:1]([CH3:4])([CH3:3])[CH3:2])[CH2:12][N:11]1[S:13]([CH3:16])(=[O:15])=[O:14])[C:24]1[CH:29]=[CH:28][CH:27]=[CH:26][CH:25]=1. (6) Given the reactants [N:1]1([C:10]2([CH2:15][C:16]([OH:18])=O)[CH2:14][CH2:13][CH2:12][CH2:11]2)[C:5]2=[N:6][CH:7]=[CH:8][CH:9]=[C:4]2[CH:3]=[CH:2]1.C([N:22](CC)C(C)C)(C)C.CN(C(ON1N=NC2C=CC=NC1=2)=[N+](C)C)C.F[P-](F)(F)(F)(F)F.C(OCC)(=O)C, predict the reaction product. The product is: [N:1]1([C:10]2([CH2:15][C:16]([NH2:22])=[O:18])[CH2:14][CH2:13][CH2:12][CH2:11]2)[C:5]2=[N:6][CH:7]=[CH:8][CH:9]=[C:4]2[CH:3]=[CH:2]1. (7) Given the reactants Cl[CH:2]1[NH+:11]2[CH2:12][CH2:13][C:14]3[C:19]([C:10]2=[CH:9][C:8]2[CH:7]=[CH:6][C:5]([O:23][CH3:24])=C(OC)[C:3]1=2)=[CH:18][C:17]1[O:20][CH2:21][O:22][C:16]=1[CH:15]=3.[Cl-].C[Mg]Cl.O1CCC[CH2:32]1.[CH2:36]([O:38][CH2:39][CH3:40])C, predict the reaction product. The product is: [CH3:36][O:38][C:39]1[C:40]2[C:2]([CH3:3])([CH3:32])[N:11]3[CH2:12][CH2:13][C:14]4[C:19]([C:10]3=[CH:9][C:8]=2[CH:7]=[CH:6][C:5]=1[O:23][CH3:24])=[CH:18][C:17]1[O:20][CH2:21][O:22][C:16]=1[CH:15]=4. (8) Given the reactants [Cl:1][C:2]1[N:7]=[C:6](Cl)[CH:5]=[CH:4][N:3]=1.[NH2:9][C:10]1[CH:11]=[C:12]([CH2:17][OH:18])[CH:13]=[CH:14][C:15]=1[CH3:16].C(N(CC)CC)C, predict the reaction product. The product is: [Cl:1][C:2]1[N:7]=[C:6]([NH:9][C:10]2[CH:11]=[C:12]([CH2:17][OH:18])[CH:13]=[CH:14][C:15]=2[CH3:16])[CH:5]=[CH:4][N:3]=1. (9) Given the reactants [NH2:1][C@H:2]1[CH2:6][CH2:5][N:4]([C:7]([O:9][C:10]([CH3:13])([CH3:12])[CH3:11])=[O:8])[CH2:3]1.[H-].[Na+].F[C:17]1[CH:22]=[CH:21][C:20]([N+:23]([O-:25])=[O:24])=[C:19]([C:26]([F:29])([F:28])[F:27])[CH:18]=1, predict the reaction product. The product is: [N+:23]([C:20]1[CH:21]=[CH:22][C:17]([NH:1][C@H:2]2[CH2:6][CH2:5][N:4]([C:7]([O:9][C:10]([CH3:13])([CH3:12])[CH3:11])=[O:8])[CH2:3]2)=[CH:18][C:19]=1[C:26]([F:27])([F:28])[F:29])([O-:25])=[O:24]. (10) The product is: [C:5]([C:7]1[C:20]2[C:15]([CH:14]=[C:13]3[C:8]=1[C:9]([C:22]1[S:26][C:25]([C:27]4[S:28][C:29]([C:9]5[C:8]6[C:13](=[CH:14][C:15]7[C:20]([C:7]=6[C:1]#[CH:3])=[CH:19][CH:18]=[CH:17][CH:16]=7)[CH:12]=[CH:11][CH:10]=5)=[CH:30][CH:31]=4)=[CH:24][CH:23]=1)=[CH:10][CH:11]=[CH:12]3)=[CH:16][CH:17]=[CH:18][CH:19]=2)#[CH:6]. Given the reactants [CH2:1]([CH2:3]N)O.[C:5]([C:7]1[C:8]2[C:13]([CH:14]=[C:15]3[C:20]=1[CH:19]=[CH:18][CH:17]=[CH:16]3)=[CH:12][CH:11]=[CH:10][CH:9]=2)#[CH:6].I[C:22]1[S:26][C:25]([C:27]2[S:28][C:29](I)=[CH:30][CH:31]=2)=[CH:24][CH:23]=1, predict the reaction product.